From a dataset of CYP2D6 inhibition data for predicting drug metabolism from PubChem BioAssay. Regression/Classification. Given a drug SMILES string, predict its absorption, distribution, metabolism, or excretion properties. Task type varies by dataset: regression for continuous measurements (e.g., permeability, clearance, half-life) or binary classification for categorical outcomes (e.g., BBB penetration, CYP inhibition). Dataset: cyp2d6_veith. (1) The drug is CC(C)(O)/C=C\C(=O)[C@](C)(O)[C@H]1[C@H](O)C[C@]2(C)[C@@H]3CC=C4[C@@H](C=C(O)C(=O)C4(C)C)[C@]3(C)C(=O)C[C@@]12C. The result is 0 (non-inhibitor). (2) The molecule is Cc1cccc(C(=O)NN(C)c2nc(-c3ccccc3)nnc2C(F)(F)F)c1. The result is 0 (non-inhibitor). (3) The compound is C[C@@H]1C[C@@H]2[C@H]3CCC4=CC(=O)C=C[C@]4(C)[C@]3(F)[C@@H](O)C[C@]2(C)[C@@]1(O)C(=O)CO. The result is 0 (non-inhibitor). (4) The molecule is Nc1ccc(Cc2ccc(N)c(C(=O)O)c2)cc1C(=O)O. The result is 0 (non-inhibitor). (5) The molecule is O=C(N/N=C/c1ccc(O)cc1)c1csc2ccccc12. The result is 0 (non-inhibitor). (6) The molecule is COC(=O)c1sccc1NC(=O)CSc1ccccc1NS(=O)(=O)c1ccc(Cl)cc1. The result is 0 (non-inhibitor). (7) The molecule is CCNC[C@H](O)c1cccc(O)c1. The result is 0 (non-inhibitor). (8) The compound is CC(=O)N1CCC[C@@]2(CCN(Cc3cc(C(F)(F)F)cc(C(F)(F)F)c3)C2)C1. The result is 1 (inhibitor).